From a dataset of Forward reaction prediction with 1.9M reactions from USPTO patents (1976-2016). Predict the product of the given reaction. (1) The product is: [CH:1]1([C:4]2[N:8]([CH3:11])[CH:7]=[C:6]([I:9])[N:5]=2)[CH2:3][CH2:2]1. Given the reactants [CH:1]1([C:4]2[NH:5][C:6]([I:9])=[CH:7][N:8]=2)[CH2:3][CH2:2]1.I[CH3:11], predict the reaction product. (2) The product is: [NH2:1][C:2]1[N:3]=[C:4]([NH:17][C:18]2[CH:19]=[C:20]([S:24]([CH2:26][C:52]([NH2:54])=[O:53])=[O:25])[CH:21]=[CH:22][CH:23]=2)[S:5][C:6]=1[C:7](=[O:16])[C:8]1[C:9]([Cl:15])=[CH:10][CH:11]=[CH:12][C:13]=1[Cl:14]. Given the reactants [NH2:1][C:2]1[N:3]=[C:4]([NH:17][C:18]2[CH:23]=[CH:22][CH:21]=[C:20]([S:24]([CH3:26])=[O:25])[CH:19]=2)[S:5][C:6]=1[C:7](=[O:16])[C:8]1[C:13]([Cl:14])=[CH:12][CH:11]=[CH:10][C:9]=1[Cl:15].NC1N=C(NC2C=C(SC[C:52]([NH2:54])=[O:53])C=CC=2)SC=1C(=O)C1C(Cl)=CC=CC=1Cl, predict the reaction product. (3) Given the reactants [Cl:1][C:2]1[CH:3]=[C:4]([NH:8][C:9]([C:11]2[C:20]3[O:19][CH2:18][CH2:17][O:16][C:15]=3[CH:14]=[CH:13][CH:12]=2)=[O:10])[CH:5]=[CH:6][CH:7]=1.[CH3:21][Si]([N-][Si](C)(C)C)(C)C.[Li+].IC, predict the reaction product. The product is: [Cl:1][C:2]1[CH:3]=[C:4]([N:8]([CH3:21])[C:9]([C:11]2[C:20]3[O:19][CH2:18][CH2:17][O:16][C:15]=3[CH:14]=[CH:13][CH:12]=2)=[O:10])[CH:5]=[CH:6][CH:7]=1. (4) Given the reactants Br[C:2]1[CH:3]=[C:4]([S:10]([NH:13][C:14]2[CH:15]=[N:16][CH:17]=[C:18]([Cl:21])[C:19]=2[OH:20])(=[O:12])=[O:11])[CH:5]=[N:6][C:7]=1[O:8][CH3:9].[C:22]1(B(O)O)[CH:27]=[CH:26][CH:25]=[CH:24][CH:23]=1.C(=O)([O-])[O-].[Cs+].[Cs+].C(Cl)Cl.N#N, predict the reaction product. The product is: [Cl:21][C:18]1[C:19]([OH:20])=[C:14]([NH:13][S:10]([C:4]2[CH:5]=[N:6][C:7]([O:8][CH3:9])=[C:2]([C:22]3[CH:27]=[CH:26][CH:25]=[CH:24][CH:23]=3)[CH:3]=2)(=[O:12])=[O:11])[CH:15]=[N:16][CH:17]=1.